From a dataset of Full USPTO retrosynthesis dataset with 1.9M reactions from patents (1976-2016). Predict the reactants needed to synthesize the given product. (1) Given the product [NH2:16][C:11]1[C:10]([N:7]2[CH2:8][CH2:9][C:4]([NH:19][C:20](=[O:26])[O:21][C:22]([CH3:24])([CH3:23])[CH3:25])([CH2:3][O:2][CH3:1])[CH2:5][CH2:6]2)=[CH:15][CH:14]=[CH:13][N:12]=1, predict the reactants needed to synthesize it. The reactants are: [CH3:1][O:2][CH2:3][C:4]1([NH:19][C:20](=[O:26])[O:21][C:22]([CH3:25])([CH3:24])[CH3:23])[CH2:9][CH2:8][N:7]([C:10]2[C:11]([N+:16]([O-])=O)=[N:12][CH:13]=[CH:14][CH:15]=2)[CH2:6][CH2:5]1. (2) Given the product [F:1][C:2]1[C:30]([N:31]2[CH2:36][CH2:35][N:34]([C:37](=[O:41])[CH2:38][CH2:39][CH3:40])[CH2:33][CH2:32]2)=[CH:29][C:5]2[N:6]([CH2:17][C:18]3[CH:19]=[CH:20][C:21]([O:24][C:25]([F:26])([F:27])[F:28])=[CH:22][CH:23]=3)[C:7]([CH2:9][O:10][C:11]3[CH:12]=[CH:13][CH:14]=[CH:15][CH:16]=3)=[N:8][C:4]=2[CH:3]=1, predict the reactants needed to synthesize it. The reactants are: [F:1][C:2]1[C:30]([N:31]2[CH2:36][CH2:35][NH:34][CH2:33][CH2:32]2)=[CH:29][C:5]2[N:6]([CH2:17][C:18]3[CH:23]=[CH:22][C:21]([O:24][C:25]([F:28])([F:27])[F:26])=[CH:20][CH:19]=3)[C:7]([CH2:9][O:10][C:11]3[CH:16]=[CH:15][CH:14]=[CH:13][CH:12]=3)=[N:8][C:4]=2[CH:3]=1.[C:37](Cl)(=[O:41])[CH2:38][CH2:39][CH3:40].